From a dataset of Full USPTO retrosynthesis dataset with 1.9M reactions from patents (1976-2016). Predict the reactants needed to synthesize the given product. (1) Given the product [F:12][C:13]1[CH:20]=[CH:19][CH:18]=[C:17]([F:21])[C:14]=1[C:15]1[NH:1][N:2]=[C:3]([C:5]2[CH:10]=[CH:9][CH:8]=[C:7]([CH3:11])[N:6]=2)[N:4]=1, predict the reactants needed to synthesize it. The reactants are: [NH2:1][NH:2][C:3]([C:5]1[CH:10]=[CH:9][CH:8]=[C:7]([CH3:11])[N:6]=1)=[NH:4].[F:12][C:13]1[CH:20]=[CH:19][CH:18]=[C:17]([F:21])[C:14]=1[CH:15]=O. (2) Given the product [F:30][CH:31]([F:46])[N:32]1[CH:36]=[C:35]([C:2]2[CH:7]=[CH:6][N:5]3[N:8]=[CH:9][C:10]([C:11]([NH:13][C@@H:14]([C:19]4[CH:24]=[CH:23][C:22]([O:25][C:26]([F:29])([F:28])[F:27])=[CH:21][CH:20]=4)[C:15]([OH:18])([CH3:17])[CH3:16])=[O:12])=[C:4]3[N:3]=2)[CH:34]=[N:33]1, predict the reactants needed to synthesize it. The reactants are: Cl[C:2]1[CH:7]=[CH:6][N:5]2[N:8]=[CH:9][C:10]([C:11]([NH:13][C@@H:14]([C:19]3[CH:24]=[CH:23][C:22]([O:25][C:26]([F:29])([F:28])[F:27])=[CH:21][CH:20]=3)[C:15]([OH:18])([CH3:17])[CH3:16])=[O:12])=[C:4]2[N:3]=1.[F:30][CH:31]([F:46])[N:32]1[CH:36]=[C:35](B2OC(C)(C)C(C)(C)O2)[CH:34]=[N:33]1.C(=O)([O-])[O-].[K+].[K+].C1(C)C=CC=CC=1. (3) The reactants are: [N-:1]=[C:2]=[O:3].[C:4]1([CH2:10][CH2:11][CH2:12][CH2:13]N)[CH:9]=[CH:8][CH:7]=[CH:6][CH:5]=1. Given the product [N:1]([CH2:13][CH2:12][CH2:11][CH2:10][C:4]1[CH:9]=[CH:8][CH:7]=[CH:6][CH:5]=1)=[C:2]=[O:3], predict the reactants needed to synthesize it. (4) Given the product [N:40]1[CH:41]=[CH:42][CH:43]=[CH:44][C:39]=1[CH2:38][NH:37][S:34]([C:30]1[CH:29]=[C:28]([NH:27][C:12]([C:11]2[CH:10]=[N:9][N:8]3[C:3]([C:2]([F:26])([F:25])[F:1])=[CH:4][C:5]([C:15]4[CH:20]=[CH:19][C:18]([C:21]([F:24])([F:22])[F:23])=[CH:17][CH:16]=4)=[N:6][C:7]=23)=[O:13])[CH:33]=[CH:32][CH:31]=1)(=[O:36])=[O:35], predict the reactants needed to synthesize it. The reactants are: [F:1][C:2]([F:26])([F:25])[C:3]1[N:8]2[N:9]=[CH:10][C:11]([C:12](O)=[O:13])=[C:7]2[N:6]=[C:5]([C:15]2[CH:20]=[CH:19][C:18]([C:21]([F:24])([F:23])[F:22])=[CH:17][CH:16]=2)[CH:4]=1.[NH2:27][C:28]1[CH:29]=[C:30]([S:34]([NH:37][CH2:38][C:39]2[CH:44]=[CH:43][CH:42]=[CH:41][N:40]=2)(=[O:36])=[O:35])[CH:31]=[CH:32][CH:33]=1. (5) The reactants are: [Cl:1][C:2]1[C:7](Cl)=[C:6]([N+:9]([O-:11])=[O:10])[CH:5]=[CH:4][C:3]=1[O:12][CH3:13].[CH2:14]([CH2:16][NH2:17])[OH:15]. Given the product [Cl:1][C:2]1[C:3]([O:12][CH3:13])=[CH:4][CH:5]=[C:6]([N+:9]([O-:11])=[O:10])[C:7]=1[NH:17][CH2:16][CH2:14][OH:15], predict the reactants needed to synthesize it. (6) Given the product [C:35]1([C:28]2[O:29][C:30]([C:31]([F:32])([F:34])[F:33])=[C:26]([C:24]([NH:23][C:20]3[CH:21]=[CH:22][C:17]([N:14]4[CH2:13][CH2:12][N:11]([C:8]5[CH:9]=[CH:10][C:5]([C:4]([OH:41])=[O:3])=[CH:6][CH:7]=5)[CH2:16][CH2:15]4)=[N:18][CH:19]=3)=[O:25])[N:27]=2)[CH:36]=[CH:37][CH:38]=[CH:39][CH:40]=1, predict the reactants needed to synthesize it. The reactants are: C([O:3][C:4](=[O:41])[C:5]1[CH:10]=[CH:9][C:8]([N:11]2[CH2:16][CH2:15][N:14]([C:17]3[CH:22]=[CH:21][C:20]([NH:23][C:24]([C:26]4[N:27]=[C:28]([C:35]5[CH:40]=[CH:39][CH:38]=[CH:37][CH:36]=5)[O:29][C:30]=4[C:31]([F:34])([F:33])[F:32])=[O:25])=[CH:19][N:18]=3)[CH2:13][CH2:12]2)=[CH:7][CH:6]=1)C.[Li+].[OH-]. (7) Given the product [Cl:1][C:2]1[CH:18]=[CH:17][C:5]2[C:6]3[N:29]=[C:27]([NH:26][C:25]4[C:20]([CH3:19])=[N:21][C:22]([NH:30][CH:31]5[CH2:36][CH2:35][N:34]([CH3:37])[CH2:33][CH2:32]5)=[CH:23][CH:24]=4)[N:28]=[CH:12][C:7]=3[CH2:8][C:9](=[O:11])[NH:10][C:4]=2[CH:3]=1, predict the reactants needed to synthesize it. The reactants are: [Cl:1][C:2]1[CH:18]=[CH:17][C:5]2[C:6](=O)/[C:7](=[CH:12]/N(C)C)/[CH2:8][C:9](=[O:11])[NH:10][C:4]=2[CH:3]=1.[CH3:19][C:20]1[C:25]([NH:26][C:27]([NH2:29])=[NH:28])=[CH:24][CH:23]=[C:22]([NH:30][CH:31]2[CH2:36][CH2:35][N:34]([CH3:37])[CH2:33][CH2:32]2)[N:21]=1.C(=O)([O-])[O-].[K+].[K+].O.